Dataset: Forward reaction prediction with 1.9M reactions from USPTO patents (1976-2016). Task: Predict the product of the given reaction. (1) The product is: [C:26]([O:30][C:31]([N:11]([C:4]1[C:5]2[CH2:10][CH2:9][CH2:8][C:6]=2[N:7]=[C:2]([Cl:1])[N:3]=1)[C:12]1[CH:17]=[CH:16][C:15]([CH2:18][C:19]([O:21][C:22]([CH3:25])([CH3:24])[CH3:23])=[O:20])=[CH:14][CH:13]=1)=[O:32])([CH3:29])([CH3:28])[CH3:27]. Given the reactants [Cl:1][C:2]1[N:3]=[C:4]([NH:11][C:12]2[CH:17]=[CH:16][C:15]([CH2:18][C:19]([O:21][C:22]([CH3:25])([CH3:24])[CH3:23])=[O:20])=[CH:14][CH:13]=2)[C:5]2[CH2:10][CH2:9][CH2:8][C:6]=2[N:7]=1.[C:26]([O:30][C:31](O[C:31]([O:30][C:26]([CH3:29])([CH3:28])[CH3:27])=[O:32])=[O:32])([CH3:29])([CH3:28])[CH3:27], predict the reaction product. (2) Given the reactants [CH3:1][O-:2].[Na+].[CH3:4][OH:5], predict the reaction product. The product is: [OH:2][C@H:1]1[O:2][C@H:1]([CH2:4][OH:5])[C@@H:4]([OH:5])[C@H:1]([OH:2])[C@H:4]1[OH:5]. (3) Given the reactants [CH3:1][O:2][CH2:3][CH:4]([CH2:37][O:38][CH3:39])[O:5][C:6]1[CH:7]=[C:8]([O:26][C:27]2[CH:28]=[N:29][C:30]([S:33]([CH3:36])(=[O:35])=[O:34])=[CH:31][CH:32]=2)[CH:9]=[C:10]2[C:14]=1[NH:13][C:12]([C:15]1[S:16][CH:17]([CH2:20][C:21]([O:23]CC)=[O:22])[CH2:18][N:19]=1)=[CH:11]2.[OH-].[Na+], predict the reaction product. The product is: [CH3:39][O:38][CH2:37][CH:4]([CH2:3][O:2][CH3:1])[O:5][C:6]1[CH:7]=[C:8]([O:26][C:27]2[CH:28]=[N:29][C:30]([S:33]([CH3:36])(=[O:34])=[O:35])=[CH:31][CH:32]=2)[CH:9]=[C:10]2[C:14]=1[NH:13][C:12]([C:15]1[S:16][CH:17]([CH2:20][C:21]([OH:23])=[O:22])[CH2:18][N:19]=1)=[CH:11]2. (4) The product is: [NH2:1][C:2]1[C:11]([CH2:12][CH2:13][CH3:14])=[CH:10][C:5]([C:6]([O:8][CH3:9])=[O:7])=[C:4]([Cl:16])[CH:3]=1. Given the reactants [NH2:1][C:2]1[C:11]([CH2:12][CH:13](C)[CH3:14])=[CH:10][C:5]([C:6]([O:8][CH3:9])=[O:7])=[C:4]([Cl:16])[CH:3]=1.C(B(O)O)CC, predict the reaction product. (5) Given the reactants [F:1][C:2]([F:25])([F:24])[C:3]1[CH:4]=[CH:5][C:6]([O:9][CH:10]2[CH2:15][CH:14]3[N:16](C(OC(C)(C)C)=O)[CH:11]2[CH2:12][CH2:13]3)=[N:7][CH:8]=1.C(O)(C(F)(F)F)=O, predict the reaction product. The product is: [F:25][C:2]([F:1])([F:24])[C:3]1[CH:4]=[CH:5][C:6]([O:9][CH:10]2[CH2:15][CH:14]3[NH:16][CH:11]2[CH2:12][CH2:13]3)=[N:7][CH:8]=1. (6) Given the reactants [Cl:1][C:2]1[CH:3]=[CH:4][C:5]([C:8]([OH:10])=O)=[N:6][CH:7]=1.S(Cl)([Cl:13])=O, predict the reaction product. The product is: [Cl:1][C:2]1[CH:3]=[CH:4][C:5]([C:8]([Cl:13])=[O:10])=[N:6][CH:7]=1. (7) Given the reactants [OH:1][C:2]1([CH:6]2[CH2:11][CH2:10][CH2:9][CH2:8][CH:7]2[NH:12][C:13](=[O:19])[O:14][C:15]([CH3:18])(C)C)[CH2:5][NH:4][CH2:3]1.[F:20][C:21]1[C:22]([NH:31][C:32]2[CH:37]=[CH:36][C:35]([I:38])=[CH:34][C:33]=2[F:39])=[C:23]([CH:27]=[CH:28][C:29]=1[F:30])[C:24](F)=[O:25].[CH:40](N(CC)C(C)C)(C)[CH3:41], predict the reaction product. The product is: [CH2:15]([O:14][C:13](=[O:19])[NH:12][CH:7]1[CH2:8][CH2:9][CH2:10][CH2:11][CH:6]1[C:2]1([OH:1])[CH2:3][N:4]([C:24](=[O:25])[C:23]2[CH:27]=[CH:28][C:29]([F:30])=[C:21]([F:20])[C:22]=2[NH:31][C:32]2[CH:37]=[CH:36][C:35]([I:38])=[CH:34][C:33]=2[F:39])[CH2:5]1)[CH2:18][CH2:40][CH3:41]. (8) Given the reactants CC(C)([O-])C.[K+].C(O)(C)(C)C.[CH2:12]([O:14][C:15](=[O:21])[CH2:16][C:17](=[O:20])[CH2:18][CH3:19])[CH3:13].Br[CH2:23][C:24]1[CH:29]=[CH:28][C:27]([Cl:30])=[CH:26][CH:25]=1, predict the reaction product. The product is: [CH2:12]([O:14][C:15](=[O:21])[CH:16]([CH2:23][C:24]1[CH:29]=[CH:28][C:27]([Cl:30])=[CH:26][CH:25]=1)[C:17](=[O:20])[CH2:18][CH3:19])[CH3:13]. (9) The product is: [OH:19][NH:18][C:17]([CH:12]([CH2:13][CH:14]([CH3:15])[CH3:16])[C:11]([NH:10][C@@H:8]1[CH2:7][N:6]([C:28](=[O:53])[N:29]([CH2:48][CH2:49][CH2:50][CH2:51][CH3:52])[CH2:30][C:31]2[CH:32]=[CH:33][C:34]([C:37]3[CH:42]=[CH:41][CH:40]=[CH:39][C:38]=3[C:43]3[NH:47][N:46]=[N:45][N:44]=3)=[CH:35][CH:36]=2)[C@H:5]([C:3]([OH:4])=[O:2])[CH2:9]1)=[O:27])=[O:26]. Given the reactants C[O:2][C:3]([C@@H:5]1[CH2:9][C@H:8]([NH:10][C:11](=[O:27])[CH:12]([C:17](=[O:26])[NH:18][O:19]C(=O)C(C)(C)C)[CH2:13][CH:14]([CH3:16])[CH3:15])[CH2:7][N:6]1[C:28](=[O:53])[N:29]([CH2:48][CH2:49][CH2:50][CH2:51][CH3:52])[CH2:30][C:31]1[CH:36]=[CH:35][C:34]([C:37]2[CH:42]=[CH:41][CH:40]=[CH:39][C:38]=2[C:43]2[NH:47][N:46]=[N:45][N:44]=2)=[CH:33][CH:32]=1)=[O:4].[OH-].[Na+].Cl, predict the reaction product.